From a dataset of Full USPTO retrosynthesis dataset with 1.9M reactions from patents (1976-2016). Predict the reactants needed to synthesize the given product. (1) Given the product [C:10]1([C:7]2[CH:6]=[C:5]([C:3]3[N:23]=[C:21]([NH:20][CH2:19][CH2:18][CH2:17][OH:16])[S:22][CH:2]=3)[O:9][N:8]=2)[CH:15]=[CH:14][CH:13]=[CH:12][CH:11]=1, predict the reactants needed to synthesize it. The reactants are: Br[CH2:2][C:3]([C:5]1[O:9][N:8]=[C:7]([C:10]2[CH:15]=[CH:14][CH:13]=[CH:12][CH:11]=2)[CH:6]=1)=O.[OH:16][CH2:17][CH2:18][CH2:19][NH:20][C:21]([NH2:23])=[S:22]. (2) Given the product [C:29]([O:33][CH2:15][C:16]1[N:20]2[C:19]([CH:24]=[CH:23][CH:22]=[CH:21]2)=[CH:18][CH:17]=1)([CH3:32])([CH3:31])[CH3:30], predict the reactants needed to synthesize it. The reactants are: COCC1N2C(C=CC=C2)=CC=1.C[Si](C)(C)[C:15]#[C:16]/[CH:17]=[CH:18]\[C:19]1[CH:24]=[CH:23][CH:22]=[CH:21][N:20]=1.[F-].[K+].[C:29]([OH:33])([CH3:32])([CH3:31])[CH3:30]. (3) Given the product [C:23]([O:27][C:28]([N:30]1[CH2:35][C@H:34]([CH2:36][N:37]2[CH2:38][CH2:39][O:40][CH2:41][CH2:42]2)[N:33]([CH2:19][C:20]([N:15]2[C:9]3[CH:8]=[C:7]([C:2]([F:6])([F:1])[CH2:3][CH2:4][CH3:5])[N:12]=[CH:11][C:10]=3[C:13]([CH3:16])([CH3:17])[CH2:14]2)=[O:21])[CH2:32][C@H:31]1[CH3:43])=[O:29])([CH3:26])([CH3:24])[CH3:25], predict the reactants needed to synthesize it. The reactants are: [F:1][C:2]([C:7]1[N:12]=[CH:11][C:10]2[C:13]([CH3:17])([CH3:16])[CH2:14][NH:15][C:9]=2[CH:8]=1)([F:6])[CH2:3][CH2:4][CH3:5].Cl[CH2:19][C:20](Cl)=[O:21].[C:23]([O:27][C:28]([N:30]1[CH2:35][C@H:34]([CH2:36][N:37]2[CH2:42][CH2:41][O:40][CH2:39][CH2:38]2)[NH:33][CH2:32][C@H:31]1[CH3:43])=[O:29])([CH3:26])([CH3:25])[CH3:24].